Predict the reactants needed to synthesize the given product. From a dataset of Full USPTO retrosynthesis dataset with 1.9M reactions from patents (1976-2016). (1) Given the product [O:1]1[C:6]2[CH:7]=[CH:8][C:9]([NH:11][C:12]3[CH:17]=[C:16]([C:25]4[CH:26]=[CH:27][C:22]([N:20]([CH3:21])[CH3:19])=[CH:23][CH:24]=4)[CH:15]=[CH:14][N:13]=3)=[CH:10][C:5]=2[O:4][CH2:3][CH2:2]1, predict the reactants needed to synthesize it. The reactants are: [O:1]1[C:6]2[CH:7]=[CH:8][C:9]([NH:11][C:12]3[CH:17]=[C:16](I)[CH:15]=[CH:14][N:13]=3)=[CH:10][C:5]=2[O:4][CH2:3][CH2:2]1.[CH3:19][N:20]([C:22]1[CH:27]=[CH:26][CH:25]=[CH:24][C:23]=1B(O)O)[CH3:21]. (2) Given the product [CH3:1][NH:2][C:3]1[C:16]2[C:15](=[O:17])[N:14]([C:18]3[CH:19]=[C:20]([C:24]4[O:28][C:27](=[O:29])[N:26]([CH3:30])[N:25]=4)[CH:21]=[CH:22][CH:23]=3)[CH2:13][C@H:12]3[N:8]([CH2:9][CH2:10][CH2:11]3)[C:7]=2[N:6]=[C:5]([NH:50][CH3:49])[N:4]=1, predict the reactants needed to synthesize it. The reactants are: [CH3:1][NH:2][C:3]1[C:16]2[C:15](=[O:17])[N:14]([C:18]3[CH:19]=[C:20]([C:24]4[O:28][C:27](=[O:29])[N:26]([CH3:30])[N:25]=4)[CH:21]=[CH:22][CH:23]=3)[CH2:13][C@H:12]3[N:8]([CH2:9][CH2:10][CH2:11]3)[C:7]=2[N:6]=[C:5](SC)[N:4]=1.ClC1C=CC=C(C(OO)=O)C=1.C(=O)(O)[O-].[Na+].[CH3:49][NH2:50].C1COCC1.